Dataset: Full USPTO retrosynthesis dataset with 1.9M reactions from patents (1976-2016). Task: Predict the reactants needed to synthesize the given product. The reactants are: C(N1C=CN=C1)(N1C=CN=C1)=O.[CH3:13][C:14]1[C:22]([N+:23]([O-:25])=[O:24])=[CH:21][CH:20]=[CH:19][C:15]=1[C:16]([OH:18])=O.[CH2:26]([O:28][C:29](=[O:34])[CH2:30]C(O)=O)[CH3:27]. Given the product [CH3:13][C:14]1[C:22]([N+:23]([O-:25])=[O:24])=[CH:21][CH:20]=[CH:19][C:15]=1[C:16](=[O:18])[CH2:30][C:29]([O:28][CH2:26][CH3:27])=[O:34], predict the reactants needed to synthesize it.